The task is: Predict which catalyst facilitates the given reaction.. This data is from Catalyst prediction with 721,799 reactions and 888 catalyst types from USPTO. Reactant: [NH2:1][NH:2][C:3]([NH:5][NH2:6])=[O:4].[Cu:7](Cl)Cl.[H-].[K+]. Product: [NH2:1][NH:2][C:3]([NH:5][NH2:6])=[O:4].[NH2:1][NH:2][C:3]([NH:5][NH2:6])=[O:4].[Cu+2:7]. The catalyst class is: 7.